This data is from Full USPTO retrosynthesis dataset with 1.9M reactions from patents (1976-2016). The task is: Predict the reactants needed to synthesize the given product. (1) Given the product [CH3:36][N:32]1[C:31]2[C:37]([CH3:39])=[CH:38][C:28]([C:26]([C:22]3[N:23]=[CH:24][N:25]=[C:20]([N:3]4[CH2:4][CH2:5][CH:6]([N:9]5[C:17]6[C:12](=[N:13][CH:14]=[CH:15][CH:16]=6)[NH:11][C:10]5=[O:18])[CH2:7][CH2:8]4)[CH:21]=3)=[O:27])=[CH:29][C:30]=2[O:34][C:33]1=[O:35], predict the reactants needed to synthesize it. The reactants are: Cl.Cl.[NH:3]1[CH2:8][CH2:7][CH:6]([N:9]2[C:17]3[C:12](=[N:13][CH:14]=[CH:15][CH:16]=3)[NH:11][C:10]2=[O:18])[CH2:5][CH2:4]1.Cl[C:20]1[N:25]=[CH:24][N:23]=[C:22]([C:26]([C:28]2[CH:38]=[C:37]([CH3:39])[C:31]3[N:32]([CH3:36])[C:33](=[O:35])[O:34][C:30]=3[CH:29]=2)=[O:27])[CH:21]=1.CCN(C(C)C)C(C)C. (2) Given the product [C:1]([N:4]1[CH2:9][CH2:8][CH:7]([C:10]2[C:18]3[S:17][C:16]([NH:19][C:20](=[O:28])[C:21]4[CH:22]=[CH:23][C:24]([F:27])=[CH:25][CH:26]=4)=[N:15][C:14]=3[C:13]([O:29][CH3:30])=[CH:12][CH:11]=2)[CH2:6][CH2:5]1)(=[O:3])[CH3:2], predict the reactants needed to synthesize it. The reactants are: [C:1]([N:4]1[CH2:9][CH:8]=[C:7]([C:10]2[C:18]3[S:17][C:16]([NH:19][C:20](=[O:28])[C:21]4[CH:26]=[CH:25][C:24]([F:27])=[CH:23][CH:22]=4)=[N:15][C:14]=3[C:13]([O:29][CH3:30])=[CH:12][CH:11]=2)[CH2:6][CH2:5]1)(=[O:3])[CH3:2]. (3) Given the product [N:1]([CH2:4][C@@H:5]([NH2:12])[C:6]1[CH:7]=[CH:8][CH:9]=[CH:10][CH:11]=1)=[N+:2]=[N-:3], predict the reactants needed to synthesize it. The reactants are: [N:1]([CH2:4][C@@H:5]([NH:12]C(=O)OC(C)(C)C)[C:6]1[CH:11]=[CH:10][CH:9]=[CH:8][CH:7]=1)=[N+:2]=[N-:3].O1CCOCC1.